Predict the product of the given reaction. From a dataset of Forward reaction prediction with 1.9M reactions from USPTO patents (1976-2016). (1) The product is: [Cl:18][C:15]1[CH:16]=[CH:17][C:12]([CH2:11][N:10]2[C:9]3[C:8](=[O:19])[N:7]([CH2:20][CH2:21][CH:22]([OH:24])[CH3:23])[C:6](=[O:25])[N:5]([CH3:26])[C:4]=3[N:3]=[C:2]2[S:30][CH2:27][CH2:28][CH3:29])=[CH:13][CH:14]=1. Given the reactants Br[C:2]1[N:10]([CH2:11][C:12]2[CH:17]=[CH:16][C:15]([Cl:18])=[CH:14][CH:13]=2)[C:9]2[C:8](=[O:19])[N:7]([CH2:20][CH2:21][CH:22]([OH:24])[CH3:23])[C:6](=[O:25])[N:5]([CH3:26])[C:4]=2[N:3]=1.[CH2:27]([SH:30])[CH2:28][CH3:29].C(=O)([O-])[O-].[K+].[K+], predict the reaction product. (2) Given the reactants [Mg].CN(C)P(N(C)C)(N(C)C)=O.Cl[C:14]1[CH:19]=[CH:18][CH:17]=[CH:16][C:15]=1Cl.Cl[Si:22]([CH3:25])([CH3:24])[CH3:23].C([O-])(O)=O.[Na+], predict the reaction product. The product is: [CH3:23][Si:22]([CH3:25])([CH3:24])[C:14]1[CH:19]=[CH:18][CH:17]=[CH:16][C:15]=1[Si:22]([CH3:25])([CH3:24])[CH3:23]. (3) Given the reactants [OH:1][C:2]1[CH:6]=[C:5]([C:7]([F:10])([F:9])[F:8])[S:4][C:3]=1[C:11]([O:13][CH3:14])=[O:12].CI.[C:17]([O-])([O-])=O.[K+].[K+].O, predict the reaction product. The product is: [CH3:17][O:1][C:2]1[CH:6]=[C:5]([C:7]([F:10])([F:8])[F:9])[S:4][C:3]=1[C:11]([O:13][CH3:14])=[O:12]. (4) Given the reactants [F:1][C:2]1[CH:3]=[C:4]([C@H:8]2[CH2:12][CH2:11][CH2:10][N:9]2[C:13]2[CH:18]=[CH:17][N:16]3[N:19]=[CH:20][C:21]([C:22]([OH:24])=O)=[C:15]3[N:14]=2)[CH:5]=[N:6][CH:7]=1.CN(C(ON1N=NC2C=CC=NC1=2)=[N+](C)C)C.F[P-](F)(F)(F)(F)F.Cl.[F:50][C:51]([F:57])([F:56])[C:52]1([NH2:55])[CH2:54][CH2:53]1.CCN(C(C)C)C(C)C, predict the reaction product. The product is: [F:1][C:2]1[CH:3]=[C:4]([C@H:8]2[CH2:12][CH2:11][CH2:10][N:9]2[C:13]2[CH:18]=[CH:17][N:16]3[N:19]=[CH:20][C:21]([C:22]([NH:55][C:52]4([C:51]([F:57])([F:56])[F:50])[CH2:54][CH2:53]4)=[O:24])=[C:15]3[N:14]=2)[CH:5]=[N:6][CH:7]=1. (5) Given the reactants C(Cl)CCl.C1C=NC2N(O)N=NC=2C=1.[NH2:15][C:16]1[CH:17]=[N:18][CH:19]=[CH:20][C:21]=1[C@H:22]1[CH2:27][C@@H:26]([NH:28][C:29](=[O:35])[O:30][C:31]([CH3:34])([CH3:33])[CH3:32])[C@@H:25]([N:36]=[N+:37]=[N-:38])[C@@H:24]([CH3:39])[CH2:23]1.[F:40][C:41]1[CH:46]=[CH:45][CH:44]=[C:43]([F:47])[C:42]=1[C:48]1[N:53]=[C:52]([C:54](O)=[O:55])[CH:51]=[CH:50][C:49]=1[F:57], predict the reaction product. The product is: [N:36]([C@H:25]1[C@@H:24]([CH3:39])[CH2:23][C@@H:22]([C:21]2[CH:20]=[CH:19][N:18]=[CH:17][C:16]=2[NH:15][C:54](=[O:55])[C:52]2[CH:51]=[CH:50][C:49]([F:57])=[C:48]([C:42]3[C:41]([F:40])=[CH:46][CH:45]=[CH:44][C:43]=3[F:47])[N:53]=2)[CH2:27][C@H:26]1[NH:28][C:29](=[O:35])[O:30][C:31]([CH3:34])([CH3:33])[CH3:32])=[N+:37]=[N-:38]. (6) Given the reactants [CH3:1][O:2][C:3](=[O:18])[C:4]1[C:9]([N:10]2[C:14](=[O:15])[NH:13][N:12]=[N:11]2)=[CH:8][CH:7]=[C:6]([F:16])[C:5]=1[CH3:17].[CH3:19]N(C)C=O.C(=O)([O-])[O-].[K+].[K+].CI, predict the reaction product. The product is: [CH3:1][O:2][C:3](=[O:18])[C:4]1[C:9]([N:10]2[C:14](=[O:15])[N:13]([CH3:19])[N:12]=[N:11]2)=[CH:8][CH:7]=[C:6]([F:16])[C:5]=1[CH3:17]. (7) Given the reactants [NH2:1][CH2:2][C:3]1[CH:4]=[C:5]([C:14]([O:16][CH2:17][CH3:18])=[O:15])[CH:6]=[C:7]([CH:13]=1)[C:8]([O:10][CH2:11][CH3:12])=[O:9].CCN(CC)CC.[CH3:26][S:27](Cl)(=[O:29])=[O:28], predict the reaction product. The product is: [CH3:26][S:27]([NH:1][CH2:2][C:3]1[CH:13]=[C:7]([C:8]([O:10][CH2:11][CH3:12])=[O:9])[CH:6]=[C:5]([CH:4]=1)[C:14]([O:16][CH2:17][CH3:18])=[O:15])(=[O:29])=[O:28]. (8) Given the reactants C(OC([N:11]1[CH2:16][CH:15]=[C:14]([C:17]2[CH:22]=[C:21]([CH2:23][NH:24][C:25]([O:27][C:28]([CH3:31])([CH3:30])[CH3:29])=[O:26])[CH:20]=[CH:19][C:18]=2[C:32]([F:35])([F:34])[F:33])[CH2:13][CH2:12]1)=O)C1C=CC=CC=1, predict the reaction product. The product is: [C:28]([O:27][C:25](=[O:26])[NH:24][CH2:23][C:21]1[CH:20]=[CH:19][C:18]([C:32]([F:35])([F:33])[F:34])=[C:17]([C:14]2[CH2:15][CH2:16][NH:11][CH2:12][CH:13]=2)[CH:22]=1)([CH3:31])([CH3:29])[CH3:30].